The task is: Predict which catalyst facilitates the given reaction.. This data is from Catalyst prediction with 721,799 reactions and 888 catalyst types from USPTO. Reactant: [CH2:1]([N:8]([CH2:14][CH:15]1[CH2:17][CH:16]1OC)[C:9](=O)[CH2:10][O:11][CH3:12])[C:2]1[CH:7]=[CH:6][CH:5]=[CH:4][CH:3]=1.B.[CH2:21]1COCC1. Product: [CH2:1]([N:8]([CH2:14][CH:15]1[CH2:17][CH:16]1[CH3:21])[CH2:9][CH2:10][O:11][CH3:12])[C:2]1[CH:7]=[CH:6][CH:5]=[CH:4][CH:3]=1. The catalyst class is: 1.